From a dataset of Forward reaction prediction with 1.9M reactions from USPTO patents (1976-2016). Predict the product of the given reaction. (1) Given the reactants N[C:2]1[CH:7]=[CH:6][C:5]([CH3:8])=[CH:4][C:3]=1[S:9]([NH:12][C:13]1[CH:14]=[CH:15][CH:16]=[C:17]2[C:22]=1[N:21]=[CH:20][CH:19]=[CH:18]2)(=[O:11])=[O:10].N(OC(C)(C)C)=O.CC(O)=O, predict the reaction product. The product is: [CH3:8][C:5]1[CH:4]=[C:3]2[C:2](=[CH:7][CH:6]=1)[C:14]1[C:13](=[C:22]3[C:17](=[CH:16][CH:15]=1)[CH:18]=[CH:19][CH:20]=[N:21]3)[NH:12][S:9]2(=[O:10])=[O:11]. (2) The product is: [N:1]1([C:24]([O:26][CH2:27][C:28]2[CH:33]=[CH:32][CH:31]=[CH:30][CH:29]=2)=[O:25])[CH2:2][CH:3]([C:11]([O:13][CH3:14])=[O:12])[CH2:4][CH:5]([C:7]([O:9][CH3:10])=[O:8])[CH2:6]1. Given the reactants [NH:1]1[CH2:6][CH:5]([C:7]([O:9][CH3:10])=[O:8])[CH2:4][CH:3]([C:11]([O:13][CH3:14])=[O:12])[CH2:2]1.CCN(C(C)C)C(C)C.[C:24](Cl)([O:26][CH2:27][C:28]1[CH:33]=[CH:32][CH:31]=[CH:30][CH:29]=1)=[O:25], predict the reaction product. (3) Given the reactants Cl.[F:2][C:3]([F:35])([C:22]1[CH:27]=[CH:26][C:25]([C:28]2[CH:33]=[CH:32][C:31]([F:34])=[CH:30][N:29]=2)=[CH:24][CH:23]=1)[C:4]([C:6]1[N:7](S(N(C)C)(=O)=O)[CH:8]=[C:9]([CH2:11][C:12]([CH3:15])([CH3:14])[CH3:13])[N:10]=1)=[O:5].C[OH:37], predict the reaction product. The product is: [CH3:14][C:12]([CH3:13])([CH3:15])[CH2:11][C:9]1[N:10]=[C:6]([C:4]([OH:5])([OH:37])[C:3]([F:2])([F:35])[C:22]2[CH:23]=[CH:24][C:25]([C:28]3[CH:33]=[CH:32][C:31]([F:34])=[CH:30][N:29]=3)=[CH:26][CH:27]=2)[NH:7][CH:8]=1. (4) Given the reactants [CH2:1]([N:8]([CH2:45][C:46]1[CH:51]=[CH:50][CH:49]=[CH:48][CH:47]=1)[CH2:9][CH2:10][N:11]1[C:16]2[CH:17]=[C:18]([C:22]([N:24]([CH:38]([CH3:40])[CH3:39])[C@@H:25]3[CH2:30][CH2:29][CH2:28][N:27]([C:31]([O:33][C:34]([CH3:37])([CH3:36])[CH3:35])=[O:32])[CH2:26]3)=[O:23])[C:19]([CH3:21])=[CH:20][C:15]=2[O:14][C:13]([CH2:42][OH:43])([CH3:41])[C:12]1=[O:44])[C:2]1[CH:7]=[CH:6][CH:5]=[CH:4][CH:3]=1.[H-].[Na+].[CH3:54]I.[Cl-].[NH4+], predict the reaction product. The product is: [CH2:1]([N:8]([CH2:45][C:46]1[CH:47]=[CH:48][CH:49]=[CH:50][CH:51]=1)[CH2:9][CH2:10][N:11]1[C:16]2[CH:17]=[C:18]([C:22]([N:24]([CH:38]([CH3:39])[CH3:40])[C@@H:25]3[CH2:30][CH2:29][CH2:28][N:27]([C:31]([O:33][C:34]([CH3:36])([CH3:37])[CH3:35])=[O:32])[CH2:26]3)=[O:23])[C:19]([CH3:21])=[CH:20][C:15]=2[O:14][C:13]([CH2:42][O:43][CH3:54])([CH3:41])[C:12]1=[O:44])[C:2]1[CH:7]=[CH:6][CH:5]=[CH:4][CH:3]=1. (5) Given the reactants [CH2:1]([O:8][C:9]1[CH:14]=[CH:13][C:12]([C:15]2[N:19]([C:20]3[CH:25]=[CH:24][C:23]([Cl:26])=[CH:22][C:21]=3[Cl:27])[N:18]=[C:17]([C:28](O)=[O:29])[C:16]=2[CH3:31])=[CH:11][CH:10]=1)[C:2]1[CH:7]=[CH:6][CH:5]=[CH:4][CH:3]=1.C(Cl)(=O)C(Cl)=O.C(N(CC)CC)C.[NH2:45][N:46]1[CH2:51][CH2:50][CH2:49][CH2:48][CH2:47]1, predict the reaction product. The product is: [N:46]1([NH:45][C:28]([C:17]2[C:16]([CH3:31])=[C:15]([C:12]3[CH:13]=[CH:14][C:9]([O:8][CH2:1][C:2]4[CH:7]=[CH:6][CH:5]=[CH:4][CH:3]=4)=[CH:10][CH:11]=3)[N:19]([C:20]3[CH:25]=[CH:24][C:23]([Cl:26])=[CH:22][C:21]=3[Cl:27])[N:18]=2)=[O:29])[CH2:51][CH2:50][CH2:49][CH2:48][CH2:47]1. (6) Given the reactants Br[C:2]1[CH:39]=[CH:38][C:5]([CH2:6][C:7]2[N:8]([C:20]3[CH:21]=[C:22]([C:26]4[S:30](=[O:32])(=[O:31])[N:29]([C:33]([CH3:36])([CH3:35])[CH3:34])[C:28](=[O:37])[CH:27]=4)[CH:23]=[CH:24][CH:25]=3)[CH:9]=[C:10]([C:12]3[CH:17]=[CH:16][C:15]([Cl:18])=[CH:14][C:13]=3[Cl:19])[N:11]=2)=[CH:4][CH:3]=1.[CH:40]1([CH2:46][O:47][C:48]2[CH:53]=[CH:52][C:51](B(O)O)=[CH:50][CH:49]=2)[CH2:45][CH2:44][CH2:43][CH2:42][CH2:41]1, predict the reaction product. The product is: [C:33]([N:29]1[C:28](=[O:37])[CH:27]=[C:26]([C:22]2[CH:23]=[CH:24][CH:25]=[C:20]([N:8]3[CH:9]=[C:10]([C:12]4[CH:17]=[CH:16][C:15]([Cl:18])=[CH:14][C:13]=4[Cl:19])[N:11]=[C:7]3[CH2:6][C:5]3[CH:4]=[CH:3][C:2]([C:51]4[CH:52]=[CH:53][C:48]([O:47][CH2:46][CH:40]5[CH2:41][CH2:42][CH2:43][CH2:44][CH2:45]5)=[CH:49][CH:50]=4)=[CH:39][CH:38]=3)[CH:21]=2)[S:30]1(=[O:32])=[O:31])([CH3:35])([CH3:36])[CH3:34]. (7) Given the reactants COC[O:4][C:5]1[CH:6]=[C:7]([CH2:17][N:18]([CH:28]([CH3:30])[CH3:29])[S:19]([C:22]2[CH:27]=[CH:26][CH:25]=[CH:24][N:23]=2)(=[O:21])=[O:20])[CH:8]=[C:9]2[C:14]=1[O:13][C:12]([CH3:16])([CH3:15])[CH:11]=[CH:10]2.O, predict the reaction product. The product is: [OH:4][C:5]1[CH:6]=[C:7]([CH2:17][N:18]([CH:28]([CH3:30])[CH3:29])[S:19]([C:22]2[CH:27]=[CH:26][CH:25]=[CH:24][N:23]=2)(=[O:21])=[O:20])[CH:8]=[C:9]2[C:14]=1[O:13][C:12]([CH3:15])([CH3:16])[CH:11]=[CH:10]2. (8) Given the reactants Br[CH2:2][C:3]([NH:5][C:6]1[CH:16]=[CH:15][C:14]([C:17]2[CH:18]=[C:19]3[C:25]([C:26]4[CH:31]=[CH:30][CH:29]=[CH:28][C:27]=4[O:32][CH3:33])=[N:24][NH:23][C:20]3=[N:21][CH:22]=2)=[CH:13][C:7]=1[C:8]([N:10]([CH3:12])[CH3:11])=[O:9])=[O:4].[CH:34]1([NH2:37])[CH2:36][CH2:35]1, predict the reaction product. The product is: [CH:34]1([NH:37][CH2:2][C:3]([NH:5][C:6]2[CH:16]=[CH:15][C:14]([C:17]3[CH:18]=[C:19]4[C:25]([C:26]5[CH:31]=[CH:30][CH:29]=[CH:28][C:27]=5[O:32][CH3:33])=[N:24][NH:23][C:20]4=[N:21][CH:22]=3)=[CH:13][C:7]=2[C:8]([N:10]([CH3:12])[CH3:11])=[O:9])=[O:4])[CH2:36][CH2:35]1. (9) Given the reactants [C:1]([NH:16][C@H:17]([C:23]([O-:25])=[O:24])[CH2:18][CH2:19][C:20]([O-:22])=[O:21])(=[O:15])[CH2:2][CH2:3][CH2:4][CH2:5][CH2:6][CH2:7][CH2:8][CH2:9][CH2:10][CH2:11][CH2:12][CH2:13][CH3:14].[Na+].[Na+].[Cl-].[Al+3:29].[Cl-].[Cl-].OCC(CO)O, predict the reaction product. The product is: [C:1]([NH:16][C@H:17]([C:23]([O-:25])=[O:24])[CH2:18][CH2:19][C:20]([O-:22])=[O:21])(=[O:15])[CH2:2][CH2:3][CH2:4][CH2:5][CH2:6][CH2:7][CH2:8][CH2:9][CH2:10][CH2:11][CH2:12][CH2:13][CH3:14].[Al+3:29].[C:1]([NH:16][C@H:17]([C:23]([O-:25])=[O:24])[CH2:18][CH2:19][C:20]([O-:22])=[O:21])(=[O:15])[CH2:2][CH2:3][CH2:4][CH2:5][CH2:6][CH2:7][CH2:8][CH2:9][CH2:10][CH2:11][CH2:12][CH2:13][CH3:14].[C:1]([NH:16][C@H:17]([C:23]([O-:25])=[O:24])[CH2:18][CH2:19][C:20]([O-:22])=[O:21])(=[O:15])[CH2:2][CH2:3][CH2:4][CH2:5][CH2:6][CH2:7][CH2:8][CH2:9][CH2:10][CH2:11][CH2:12][CH2:13][CH3:14].[Al+3:29].